This data is from Catalyst prediction with 721,799 reactions and 888 catalyst types from USPTO. The task is: Predict which catalyst facilitates the given reaction. Reactant: Br[CH2:2][C:3]1[C:7]([O:8][C:9]2[CH:14]=[CH:13][CH:12]=[C:11]([O:15][C:16]([F:19])([F:18])[F:17])[CH:10]=2)=[N:6][N:5]([C:20]2[CH:25]=[CH:24][C:23]([C:26]([F:29])([F:28])[F:27])=[CH:22][CH:21]=2)[N:4]=1. Product: [CH3:2][C:3]1[C:7]([O:8][C:9]2[CH:14]=[CH:13][CH:12]=[C:11]([O:15][C:16]([F:18])([F:17])[F:19])[CH:10]=2)=[N:6][N:5]([C:20]2[CH:25]=[CH:24][C:23]([C:26]([F:28])([F:27])[F:29])=[CH:22][CH:21]=2)[N:4]=1. The catalyst class is: 45.